Task: Predict the reactants needed to synthesize the given product.. Dataset: Full USPTO retrosynthesis dataset with 1.9M reactions from patents (1976-2016) (1) Given the product [CH2:29]([N:16]1[C:15](=[O:33])[C:14]([N:11]2[CH2:12][CH2:13][N:8]([CH3:6])[CH2:9][CH2:10]2)=[C:19]([CH3:20])[C:18]([C:21]2[CH:26]=[CH:25][C:24]([S:47]([CH3:50])=[O:46])=[CH:23][CH:22]=2)=[N:17]1)[CH:30]([CH3:32])[CH3:31], predict the reactants needed to synthesize it. The reactants are: C(O[C:6]([N:8]1[CH2:13][CH2:12][N:11]([C:14]2[C:15](=[O:33])[N:16]([CH2:29][CH:30]([CH3:32])[CH3:31])[N:17]=[C:18]([C:21]3[CH:26]=[CH:25][C:24](C)=[C:23](F)[CH:22]=3)[C:19]=2[CH3:20])[CH2:10][CH2:9]1)=O)(C)(C)C.C(N1C(=O)C(C[O:46][S:47]([CH3:50])(=O)=O)=CC(C2C=CC(S(C)=O)=CC=2)=N1)C(C)C.CN1CCNCC1. (2) Given the product [CH2:1]([O:3][C:4]([C:5]1[C:21]([CH3:22])=[N:23][N:7]([C:8]2[CH:9]=[CH:10][CH:11]=[CH:12][CH:13]=2)[C:6]=1[C:14]1[CH:19]=[CH:18][CH:17]=[CH:16][CH:15]=1)=[O:20])[CH3:2], predict the reactants needed to synthesize it. The reactants are: [CH2:1]([O:3][C:4](=[O:20])/[CH:5]=[C:6](/[C:14]1[CH:19]=[CH:18][CH:17]=[CH:16][CH:15]=1)\[NH:7][C:8]1[CH:13]=[CH:12][CH:11]=[CH:10][CH:9]=1)[CH3:2].[C:21](#[N:23])[CH3:22]. (3) Given the product [Cl:16][C:13]1[CH:14]=[CH:15][C:10]([O:2][C:1]2[CH:3]=[C:4]([OH:5])[CH:6]=[CH:7][CH:8]=2)=[CH:11][CH:12]=1, predict the reactants needed to synthesize it. The reactants are: [C:1]1([CH:8]=[CH:7][CH:6]=[C:4]([OH:5])[CH:3]=1)[OH:2].Br[C:10]1[CH:15]=[CH:14][C:13]([Cl:16])=[CH:12][CH:11]=1.Cl.CN(C)CC(O)=O.C(=O)([O-])[O-].[Cs+].[Cs+]. (4) Given the product [C@@H:1]1([N:19]2[C:17]3=[N:18][C:13]([S:12][CH3:11])=[N:14][CH:15]=[C:16]3[CH:21]=[N:20]2)[C:9]2[C:4](=[CH:5][CH:6]=[CH:7][CH:8]=2)[CH2:3][CH2:2]1, predict the reactants needed to synthesize it. The reactants are: [C@H:1]1(O)[C:9]2[C:4](=[CH:5][CH:6]=[CH:7][CH:8]=2)[CH2:3][CH2:2]1.[CH3:11][S:12][C:13]1[N:18]=[C:17]2[NH:19][N:20]=[CH:21][C:16]2=[CH:15][N:14]=1. (5) The reactants are: [CH3:1][O:2][C:3]1[CH:8]=[C:7](Br)[C:6]([CH3:10])=[CH:5][C:4]=1[N+:11]([O-:13])=[O:12].[N:14]1[CH:19]=[CH:18][C:17](B(O)O)=[CH:16][CH:15]=1.C([O-])([O-])=O.[Na+].[Na+]. Given the product [CH3:10][C:6]1[CH:5]=[C:4]([N+:11]([O-:13])=[O:12])[C:3]([O:2][CH3:1])=[CH:8][C:7]=1[C:17]1[CH:18]=[CH:19][N:14]=[CH:15][CH:16]=1, predict the reactants needed to synthesize it. (6) Given the product [CH3:24][N:25]1[CH:29]=[CH:28][C:27]([NH:30][C:9]([C:4]2[N:5]=[C:6]([OH:8])[CH:7]=[C:2]([OH:1])[N:3]=2)=[O:11])=[N:26]1, predict the reactants needed to synthesize it. The reactants are: [OH:1][C:2]1[CH:7]=[C:6]([OH:8])[N:5]=[C:4]([C:9]([OH:11])=O)[N:3]=1.Cl.CN(C)CCCN=C=NCC.[CH3:24][N:25]1[CH:29]=[CH:28][C:27]([NH2:30])=[N:26]1.C(N(C(C)C)C(C)C)C. (7) Given the product [F:43][C:14]([F:13])([C:33]([F:41])([F:42])[C:34]([F:39])([F:40])[C:35]([F:36])([F:37])[F:38])[CH2:15][CH2:16][CH2:17][CH2:18][O:19][C:20]1[CH:25]=[N:24][C:23]([C:26]2[CH:27]=[CH:28][C:29]([O:32][CH2:51][CH2:50][CH2:49][CH2:48]/[CH:47]=[CH:46]\[CH2:45][CH3:44])=[CH:30][CH:31]=2)=[N:22][CH:21]=1, predict the reactants needed to synthesize it. The reactants are: CCOC(/N=N/C(OCC)=O)=O.[F:13][C:14]([F:43])([C:33]([F:42])([F:41])[C:34]([F:40])([F:39])[C:35]([F:38])([F:37])[F:36])[CH2:15][CH2:16][CH2:17][CH2:18][O:19][C:20]1[CH:21]=[N:22][C:23]([C:26]2[CH:31]=[CH:30][C:29]([OH:32])=[CH:28][CH:27]=2)=[N:24][CH:25]=1.[CH2:44](O)[CH2:45][CH2:46][CH2:47]/[CH:48]=[CH:49]\[CH2:50][CH3:51].C1(P(C2C=CC=CC=2)C2C=CC=CC=2)C=CC=CC=1. (8) Given the product [C:1]([C:5]1[CH:24]=[CH:23][CH:22]=[CH:21][C:6]=1[O:7][CH:8]1[CH2:9][N:10]([C:12]([C:14]2[CH:15]=[CH:16][C:17]([O:20][CH2:32][C:33]([O:35][CH3:36])=[O:34])=[CH:18][CH:19]=2)=[O:13])[CH2:11]1)([CH3:4])([CH3:2])[CH3:3], predict the reactants needed to synthesize it. The reactants are: [C:1]([C:5]1[CH:24]=[CH:23][CH:22]=[CH:21][C:6]=1[O:7][CH:8]1[CH2:11][N:10]([C:12]([C:14]2[CH:19]=[CH:18][C:17]([OH:20])=[CH:16][CH:15]=2)=[O:13])[CH2:9]1)([CH3:4])([CH3:3])[CH3:2].C(=O)([O-])[O-].[K+].[K+].Br[CH2:32][C:33]([O:35][CH3:36])=[O:34]. (9) Given the product [CH3:1][C:2]1[NH:11][C:10](=[O:12])[C:9]2[C:8]3[CH:13]=[C:14]([CH2:17][NH:18][C:19]4[CH:20]=[C:21]5[C:25](=[CH:26][CH:27]=4)[C:24](=[O:28])[N:23]([C@@H:29]([CH2:35][CH2:36][C:37]([OH:39])=[O:38])[C:30]([OH:32])=[O:31])[CH2:22]5)[CH:15]=[CH:16][C:7]=3[CH:6]=[CH:5][C:4]=2[N:3]=1, predict the reactants needed to synthesize it. The reactants are: [CH3:1][C:2]1[NH:11][C:10](=[O:12])[C:9]2[C:8]3[CH:13]=[C:14]([CH2:17][NH:18][C:19]4[CH:20]=[C:21]5[C:25](=[CH:26][CH:27]=4)[C:24](=[O:28])[N:23]([C@@H:29]([CH2:35][CH2:36][C:37]([O:39]CC)=[O:38])[C:30]([O:32]CC)=[O:31])[CH2:22]5)[CH:15]=[CH:16][C:7]=3[CH:6]=[CH:5][C:4]=2[N:3]=1.Cl.